Task: Predict the reaction yield, written as a fraction of the theoretical maximum amount of product (1.0 means a 100% yield; for example, 0.34 means a 34% yield).. Dataset: Reaction yield outcomes from USPTO patents with 853,638 reactions (1) The reactants are C([O:8][C:9]1[CH:18]=[C:17]2[C:12]([C:13](=[O:27])[N:14]([CH2:19][O:20][C:21](=[O:26])[C:22]([CH3:25])([CH3:24])[CH3:23])[CH:15]=[N:16]2)=[CH:11][C:10]=1[O:28][CH3:29])C1C=CC=CC=1. The catalyst is [Pd].C(OCC)(=O)C.CN(C=O)C.CO.C(O)(=O)C. The product is [OH:8][C:9]1[CH:18]=[C:17]2[C:12]([C:13](=[O:27])[N:14]([CH2:19][O:20][C:21](=[O:26])[C:22]([CH3:23])([CH3:24])[CH3:25])[CH:15]=[N:16]2)=[CH:11][C:10]=1[O:28][CH3:29]. The yield is 0.800. (2) The reactants are [C:1]1(/[CH:7]=[CH:8]/[C:9]([O:11][CH2:12][CH2:13][O:14][C:15]([NH:17][C:18]2([C:21]([OH:23])=[O:22])[CH2:20][CH2:19]2)=[O:16])=[O:10])[CH:6]=[CH:5][CH:4]=[CH:3][CH:2]=1.C(OC(=O)C)C. The catalyst is [Pd].C(O)C. The product is [C:1]1([CH2:7][CH2:8][C:9]([O:11][CH2:12][CH2:13][O:14][C:15]([NH:17][C:18]2([C:21]([OH:23])=[O:22])[CH2:19][CH2:20]2)=[O:16])=[O:10])[CH:6]=[CH:5][CH:4]=[CH:3][CH:2]=1. The yield is 0.800. (3) The reactants are N1CCCCC1.[CH3:7][O:8][C:9]1[CH:10]=[C:11]([CH:14]=[CH:15][C:16]=1[O:17][CH2:18][C:19]#[C:20][CH2:21][CH3:22])[CH:12]=O.C([CH2:26][C:27]([NH:29][C:30]1[CH:38]=[CH:37][CH:36]=[CH:35][C:31]=1[C:32]([OH:34])=[O:33])=[O:28])(O)=O.CC(O)=O. The catalyst is C1(C)C=CC=CC=1. The product is [CH3:7][O:8][C:9]1[CH:10]=[C:11](/[CH:12]=[CH:26]/[C:27]([NH:29][C:30]2[CH:38]=[CH:37][CH:36]=[CH:35][C:31]=2[C:32]([OH:34])=[O:33])=[O:28])[CH:14]=[CH:15][C:16]=1[O:17][CH2:18][C:19]#[C:20][CH2:21][CH3:22]. The yield is 0.600. (4) The reactants are Br[C:2]1[CH:3]=[C:4]2[C:9](=[CH:10][CH:11]=1)[N:8]([CH3:12])[CH2:7][CH2:6][NH:5]2.[B:13]1([B:13]2[O:17][C:16]([CH3:19])([CH3:18])[C:15]([CH3:21])([CH3:20])[O:14]2)[O:17][C:16]([CH3:19])([CH3:18])[C:15]([CH3:21])([CH3:20])[O:14]1.C([O-])(=O)C.[K+]. The catalyst is O1CCOCC1.O.C1C=CC(/C=C/C(/C=C/C2C=CC=CC=2)=O)=CC=1.C1C=CC(/C=C/C(/C=C/C2C=CC=CC=2)=O)=CC=1.C1C=CC(/C=C/C(/C=C/C2C=CC=CC=2)=O)=CC=1.[Pd].[Pd].C1(P(C2CCCCC2)C2C=CC=CC=2C2C(C(C)C)=CC(C(C)C)=CC=2C(C)C)CCCCC1. The product is [CH3:12][N:8]1[C:9]2[C:4](=[CH:3][C:2]([B:13]3[O:17][C:16]([CH3:19])([CH3:18])[C:15]([CH3:21])([CH3:20])[O:14]3)=[CH:11][CH:10]=2)[NH:5][CH2:6][CH2:7]1. The yield is 1.00.